This data is from Full USPTO retrosynthesis dataset with 1.9M reactions from patents (1976-2016). The task is: Predict the reactants needed to synthesize the given product. (1) Given the product [CH2:34]([O:32][C:30](=[O:31])[C@H:26]([CH:27]([CH3:28])[CH3:29])[NH:7][CH2:8][C:9]1[CH:10]=[CH:11][C:12]([C:15]2[CH:16]=[CH:17][CH:18]=[CH:19][C:20]=2[C:21]2[NH:22][N:23]=[N:24][N:25]=2)=[CH:13][CH:14]=1)[C:35]1[CH:40]=[CH:39][CH:38]=[CH:37][CH:36]=1, predict the reactants needed to synthesize it. The reactants are: CCCCC([N:7]([C@H:26]([C:30]([OH:32])=[O:31])[CH:27]([CH3:29])[CH3:28])[CH2:8][C:9]1[CH:10]=[CH:11][C:12]([C:15]2[CH:16]=[CH:17][CH:18]=[CH:19][C:20]=2[C:21]2[NH:22][N:23]=[N:24][N:25]=2)=[CH:13][CH:14]=1)=O.Br[CH2:34][C:35]1[CH:40]=[CH:39][C:38]([C:36]2[CH:37]=[CH:38][CH:39]=[CH:40][C:35]=2[C:34]2N([C:34](C3C=CC=CC=3)(C3C=CC=CC=3)[C:35]3[CH:40]=[CH:39][CH:38]=[CH:37][CH:36]=3)N=NN=2)=[CH:37][CH:36]=1.Cl.C(OC(=O)[C@H](C(C)C)N)C1C=CC=CC=1. (2) The reactants are: [Br:1][C:2]1[CH:7]=[CH:6][C:5]([C@H:8]2[CH2:10][C@@H:9]2[CH:11]=[CH2:12])=[CH:4][CH:3]=1.BrC1C=CC([C@H]2C[C@@H]2C[OH:24])=CC=1. Given the product [Br:1][C:2]1[CH:7]=[CH:6][C:5]([C@@H:8]2[CH2:10][C@H:9]2[CH2:11][CH2:12][OH:24])=[CH:4][CH:3]=1, predict the reactants needed to synthesize it. (3) Given the product [NH2:48][C:36]1[CH:35]=[C:34]([C@@H:32]([OH:33])[CH2:31][N:8]([CH2:1][C:2]2[CH:3]=[CH:4][CH:5]=[CH:6][CH:7]=2)[C@@H:9]([CH2:12][C:13]2[CH:18]=[CH:17][C:16]([O:19][C:20]3[C:29]4[C:24](=[CH:25][CH:26]=[C:27]([F:30])[CH:28]=4)[N:23]=[CH:22][CH:21]=3)=[CH:15][CH:14]=2)[CH2:10][OH:11])[CH:39]=[CH:38][C:37]=1[O:40][CH2:41][C:42]1[CH:47]=[CH:46][CH:45]=[CH:44][CH:43]=1, predict the reactants needed to synthesize it. The reactants are: [CH2:1]([N:8]([CH2:31][C@@H:32]([C:34]1[CH:39]=[CH:38][C:37]([O:40][CH2:41][C:42]2[CH:47]=[CH:46][CH:45]=[CH:44][CH:43]=2)=[C:36]([N+:48]([O-])=O)[CH:35]=1)[OH:33])[C@@H:9]([CH2:12][C:13]1[CH:18]=[CH:17][C:16]([O:19][C:20]2[C:29]3[C:24](=[CH:25][CH:26]=[C:27]([F:30])[CH:28]=3)[N:23]=[CH:22][CH:21]=2)=[CH:15][CH:14]=1)[CH2:10][OH:11])[C:2]1[CH:7]=[CH:6][CH:5]=[CH:4][CH:3]=1.C(O)C.[Cl-].[NH4+].C(=O)([O-])O.[Na+]. (4) Given the product [Br:11][CH:2]([C:3]1[CH:8]=[CH:7][CH:6]=[CH:5][CH:4]=1)[CH3:1], predict the reactants needed to synthesize it. The reactants are: [CH3:1][CH:2](O)[C:3]1[CH:8]=[CH:7][CH:6]=[CH:5][CH:4]=1.P(Br)(Br)[Br:11]. (5) The reactants are: [C:9](O[C:9]([O:11][C:12]([CH3:15])([CH3:14])[CH3:13])=[O:10])([O:11][C:12]([CH3:15])([CH3:14])[CH3:13])=[O:10].C([N:23]1[CH2:29][CH2:28][CH2:27][O:26][C@H:25]([CH2:30][O:31]CC2C=CC=CC=2)[CH2:24]1)C1C=CC=CC=1. Given the product [OH:31][CH2:30][C@@H:25]1[CH2:24][N:23]([C:9]([O:11][C:12]([CH3:13])([CH3:14])[CH3:15])=[O:10])[CH2:29][CH2:28][CH2:27][O:26]1, predict the reactants needed to synthesize it.